From a dataset of Forward reaction prediction with 1.9M reactions from USPTO patents (1976-2016). Predict the product of the given reaction. (1) Given the reactants [CH2:1]1[N:9]2[C:4](=[N:5][S:6](=[O:16])(=[O:15])[C:7]3[CH:13]=[C:12]([OH:14])[CH:11]=[CH:10][C:8]=32)[CH2:3][CH2:2]1.[CH3:17][O:18][C:19]([C:21]1[CH:22]=[C:23](B(O)O)[CH:24]=[CH:25][CH:26]=1)=[O:20], predict the reaction product. The product is: [O:16]=[S:6]1(=[O:15])[C:7]2[CH:13]=[C:12]([O:14][C:25]3[CH:26]=[C:21]([CH:22]=[CH:23][CH:24]=3)[C:19]([O:18][CH3:17])=[O:20])[CH:11]=[CH:10][C:8]=2[N:9]2[CH2:1][CH2:2][CH2:3][C:4]2=[N:5]1. (2) Given the reactants [BH4-].[Na+].[CH:3]1([C:9]2[C:10]3[CH:11]=[CH:12][C:13]([C:28]([O:30][CH3:31])=[O:29])=[CH:14][C:15]=3[N:16]3[CH2:22][C:21](=[O:23])[CH2:20][C:19]4[CH:24]=[CH:25][CH:26]=[CH:27][C:18]=4[C:17]=23)[CH2:8][CH2:7][CH2:6][CH2:5][CH2:4]1, predict the reaction product. The product is: [CH:3]1([C:9]2[C:10]3[CH:11]=[CH:12][C:13]([C:28]([O:30][CH3:31])=[O:29])=[CH:14][C:15]=3[N:16]3[CH2:22][CH:21]([OH:23])[CH2:20][C:19]4[CH:24]=[CH:25][CH:26]=[CH:27][C:18]=4[C:17]=23)[CH2:4][CH2:5][CH2:6][CH2:7][CH2:8]1.